From a dataset of Reaction yield outcomes from USPTO patents with 853,638 reactions. Predict the reaction yield, written as a fraction of the theoretical maximum amount of product (1.0 means a 100% yield; for example, 0.34 means a 34% yield). (1) The reactants are [CH:1]([S:4]([C:7]1[CH:8]=[C:9]2[C:13](=[C:14]([OH:16])[CH:15]=1)[NH:12][N:11]=[C:10]2[NH:17][C:18]1[S:19][CH:20]=[CH:21][N:22]=1)(=[O:6])=[O:5])([CH3:3])[CH3:2].Cl[CH2:24][C:25]1[CH:30]=[CH:29][CH:28]=[CH:27][C:26]=1[F:31].C(=O)([O-])[O-].[K+].[K+].CN(C)C=O. The catalyst is O. The product is [F:31][C:26]1[CH:27]=[CH:28][CH:29]=[CH:30][C:25]=1[CH2:24][O:16][C:14]1[CH:15]=[C:7]([S:4]([CH:1]([CH3:3])[CH3:2])(=[O:5])=[O:6])[CH:8]=[C:9]2[C:13]=1[NH:12][N:11]=[C:10]2[NH:17][C:18]1[S:19][CH:20]=[CH:21][N:22]=1. The yield is 0.230. (2) The reactants are [CH3:1]N(C=O)C.[CH3:6][O:7][C:8]1[CH:30]=[CH:29][C:11]([CH2:12][N:13]2[C:17](=[O:18])[C:16]([C:20]3[CH:25]=[CH:24][CH:23]=[CH:22][C:21]=3[O:26][CH3:27])([CH3:19])[NH:15][C:14]2=[O:28])=[CH:10][CH:9]=1.[H-].[Na+].CI. The catalyst is O. The product is [CH3:6][O:7][C:8]1[CH:9]=[CH:10][C:11]([CH2:12][N:13]2[C:17](=[O:18])[C:16]([C:20]3[CH:25]=[CH:24][CH:23]=[CH:22][C:21]=3[O:26][CH3:27])([CH3:19])[N:15]([CH3:1])[C:14]2=[O:28])=[CH:29][CH:30]=1. The yield is 0.800. (3) The reactants are C[O:2][C:3](=[O:37])[CH2:4][N:5]([S:29]([N:32]([CH:34]([CH3:36])[CH3:35])[CH3:33])(=[O:31])=[O:30])[CH2:6][C:7]1[CH:12]=[CH:11][C:10]([O:13][CH2:14][CH2:15][C:16]2[N:17]=[C:18]([C:22]3[CH:27]=[CH:26][C:25]([CH3:28])=[CH:24][CH:23]=3)[O:19][C:20]=2[CH3:21])=[CH:9][CH:8]=1.O.[OH-].[Li+]. No catalyst specified. The product is [CH:34]([N:32]([S:29]([N:5]([CH2:4][C:3]([OH:37])=[O:2])[CH2:6][C:7]1[CH:8]=[CH:9][C:10]([O:13][CH2:14][CH2:15][C:16]2[N:17]=[C:18]([C:22]3[CH:23]=[CH:24][C:25]([CH3:28])=[CH:26][CH:27]=3)[O:19][C:20]=2[CH3:21])=[CH:11][CH:12]=1)(=[O:30])=[O:31])[CH3:33])([CH3:36])[CH3:35]. The yield is 0.990.